From a dataset of Full USPTO retrosynthesis dataset with 1.9M reactions from patents (1976-2016). Predict the reactants needed to synthesize the given product. (1) Given the product [I:1][C:2]1[CH:3]=[C:4]2[C:9](=[CH:10][CH:11]=1)[N:8]=[CH:7][C:6]([O:12][CH:13]([O:18][CH3:19])[C:14]([OH:16])=[O:15])=[CH:5]2, predict the reactants needed to synthesize it. The reactants are: [I:1][C:2]1[CH:3]=[C:4]2[C:9](=[CH:10][CH:11]=1)[N:8]=[CH:7][C:6]([O:12][CH:13]([O:18][CH3:19])[C:14]([O:16]C)=[O:15])=[CH:5]2.O.[OH-].[Li+]. (2) Given the product [C:1]([N:5]1[CH2:6][CH2:7][N:8]([C:11]2[CH:16]=[CH:15][C:14]([N:17]3[C:18]4[C:27]5[CH:26]=[C:25]([C:28]6[CH:29]=[N:30][C:31]7[C:36]([CH:37]=6)=[CH:35][CH:34]=[CH:33][CH:32]=7)[CH:24]=[CH:23][C:22]=5[N:21]=[CH:20][C:19]=4[C:38](=[O:40])[O:39][C:46]3=[O:48])=[CH:13][C:12]=2[C:41]([F:42])([F:43])[F:44])[CH2:9][CH2:10]1)(=[O:4])[CH2:2][CH3:3], predict the reactants needed to synthesize it. The reactants are: [C:1]([N:5]1[CH2:10][CH2:9][N:8]([C:11]2[CH:16]=[CH:15][C:14]([NH:17][C:18]3[C:27]4[C:22](=[CH:23][CH:24]=[C:25]([C:28]5[CH:29]=[N:30][C:31]6[C:36]([CH:37]=5)=[CH:35][CH:34]=[CH:33][CH:32]=6)[CH:26]=4)[N:21]=[CH:20][C:19]=3[C:38]([OH:40])=[O:39])=[CH:13][C:12]=2[C:41]([F:44])([F:43])[F:42])[CH2:7][CH2:6]1)(=[O:4])[CH2:2][CH3:3].Cl[C:46](Cl)([O:48]C(=O)OC(Cl)(Cl)Cl)Cl.CCN(C(C)C)C(C)C. (3) Given the product [CH2:1]([C:11]1[N:12]=[N+:13]([O-:24])[C:14]2[CH:23]=[C:22]3[C:18]([CH2:19][CH2:20][CH2:21]3)=[CH:17][C:15]=2[N:16]=1)[CH3:2], predict the reactants needed to synthesize it. The reactants are: [CH3:1][CH2:2][Mg+].[Br-].CCOCC.I[C:11]1[N:12]=[N+:13]([O-:24])[C:14]2[CH:23]=[C:22]3[C:18]([CH2:19][CH2:20][CH2:21]3)=[CH:17][C:15]=2[N:16]=1. (4) Given the product [C:1]([NH:4][C:15]1[C:14]([F:19])=[CH:13][C:12]([Cl:11])=[CH:17][N:16]=1)(=[O:3])[CH3:2], predict the reactants needed to synthesize it. The reactants are: [C:1]([NH2:4])(=[O:3])[CH3:2].CC(C)([O-])C.[K+].[Cl:11][C:12]1[CH:13]=[C:14]([F:19])[C:15](F)=[N:16][CH:17]=1.[Cl-].[NH4+]. (5) Given the product [CH2:24]([CH:31]1[CH2:36][CH2:35][N:34]([C:2]2[NH:1][C:9]3[C:4]([CH:3]=2)=[CH:5][C:6]([C:10]([NH2:15])=[O:12])=[CH:7][CH:8]=3)[CH2:33][CH2:32]1)[C:25]1[CH:30]=[CH:29][CH:28]=[CH:27][CH:26]=1, predict the reactants needed to synthesize it. The reactants are: [NH:1]1[C:9]2[C:4](=[CH:5][C:6]([C:10]([OH:12])=O)=[CH:7][CH:8]=2)[CH:3]=[CH:2]1.CC[N:15]=C=NCCCN(C)C.[CH2:24]([CH:31]1[CH2:36][CH2:35][NH:34][CH2:33][CH2:32]1)[C:25]1[CH:30]=[CH:29][CH:28]=[CH:27][CH:26]=1.O. (6) The reactants are: [Br:1][C:2]1[C:11]2[C:10]([CH3:13])([CH3:12])[CH2:9][CH:8]=[C:7]([CH:14]([CH3:16])[CH3:15])[C:6]=2[CH:5]=[C:4](/[C:17](/[CH3:22])=[C:18](/[F:21])\[CH2:19][OH:20])[C:3]=1[O:23][CH2:24][CH3:25].C[N+]1([O-])CCOCC1.ClCCl. Given the product [Br:1][C:2]1[C:11]2[C:10]([CH3:13])([CH3:12])[CH2:9][CH:8]=[C:7]([CH:14]([CH3:16])[CH3:15])[C:6]=2[CH:5]=[C:4](/[C:17](/[CH3:22])=[C:18](/[F:21])\[CH:19]=[O:20])[C:3]=1[O:23][CH2:24][CH3:25], predict the reactants needed to synthesize it. (7) The reactants are: [CH2:1]([S:3]([N:6]1[CH2:11][CH2:10][CH:9]([C:12]2[C:20]3[C:15](=[C:16]([C:31]([NH2:33])=[O:32])[CH:17]=[C:18]([C:21]4[CH:26]=[CH:25][C:24]([CH:27]=[N:28][O:29][CH3:30])=[CH:23][CH:22]=4)[CH:19]=3)[NH:14][CH:13]=2)[CH2:8][CH2:7]1)(=[O:5])=[O:4])[CH3:2].Cl.C([BH3-])#N.[Na+]. Given the product [CH2:1]([S:3]([N:6]1[CH2:7][CH2:8][CH:9]([C:12]2[C:20]3[C:15](=[C:16]([C:31]([NH2:33])=[O:32])[CH:17]=[C:18]([C:21]4[CH:26]=[CH:25][C:24]([CH2:27][NH:28][O:29][CH3:30])=[CH:23][CH:22]=4)[CH:19]=3)[NH:14][CH:13]=2)[CH2:10][CH2:11]1)(=[O:5])=[O:4])[CH3:2], predict the reactants needed to synthesize it.